From a dataset of HIV replication inhibition screening data with 41,000+ compounds from the AIDS Antiviral Screen. Binary Classification. Given a drug SMILES string, predict its activity (active/inactive) in a high-throughput screening assay against a specified biological target. (1) The drug is Cc1c(N=Nc2ccc([N+](=O)[O-])cc2)nc2scc(-c3ccccc3)n12. The result is 0 (inactive). (2) The molecule is CC(C)C(NC(=O)C(Cc1ccccc1)NC(=O)OC(C)(C)C)C(=O)NCC(=O)OCc1ccccc1. The result is 0 (inactive). (3) The compound is c1cnc2c(c1)ccc1cccnc12. The result is 0 (inactive).